Dataset: Forward reaction prediction with 1.9M reactions from USPTO patents (1976-2016). Task: Predict the product of the given reaction. (1) Given the reactants [CH:1]1([C:4]#[C:5][C:6]2[CH:7]=[N:8][C:9]([N:12]3[CH2:17][CH2:16][N:15](C(OC(C)(C)C)=O)[CH2:14][CH2:13]3)=[N:10][CH:11]=2)[CH2:3][CH2:2]1.[ClH:25].O1CCOCC1, predict the reaction product. The product is: [ClH:25].[CH:1]1([C:4]#[C:5][C:6]2[CH:7]=[N:8][C:9]([N:12]3[CH2:13][CH2:14][NH:15][CH2:16][CH2:17]3)=[N:10][CH:11]=2)[CH2:3][CH2:2]1. (2) Given the reactants [Cl:1][C:2]1[N:7]=[CH:6][C:5]([CH2:8][C:9]#[N:10])=[CH:4][CH:3]=1.Br[CH2:12][CH2:13]Cl.[OH-].[Na+], predict the reaction product. The product is: [Cl:1][C:2]1[N:7]=[CH:6][C:5]([C:8]2([C:9]#[N:10])[CH2:13][CH2:12]2)=[CH:4][CH:3]=1. (3) Given the reactants [N+:1]([C:4]1[CH:9]=[CH:8][C:7]([C:10]2[S:11][CH:12]=[CH:13][N:14]=2)=[CH:6][CH:5]=1)([O-])=O.[OH-].[Na+], predict the reaction product. The product is: [S:11]1[CH:12]=[CH:13][N:14]=[C:10]1[C:7]1[CH:8]=[CH:9][C:4]([NH2:1])=[CH:5][CH:6]=1. (4) Given the reactants [CH:1]1([NH2:7])[CH2:6][CH2:5][CH2:4][CH2:3][CH2:2]1.[C:8]([O:12][C:13](=[O:25])[CH2:14][O:15][C:16]1[CH:21]=[CH:20][C:19]([CH:22]=O)=[CH:18][C:17]=1[CH3:24])([CH3:11])([CH3:10])[CH3:9].C(O[BH-](OC(=O)C)OC(=O)C)(=O)C.[Na+].C(=O)(O)[O-].[Na+], predict the reaction product. The product is: [C:8]([O:12][C:13](=[O:25])[CH2:14][O:15][C:16]1[CH:21]=[CH:20][C:19]([CH2:22][NH:7][CH:1]2[CH2:6][CH2:5][CH2:4][CH2:3][CH2:2]2)=[CH:18][C:17]=1[CH3:24])([CH3:11])([CH3:10])[CH3:9]. (5) Given the reactants [F:1][C:2]1[CH:7]=[CH:6][C:5]([O:8][CH3:9])=[CH:4][C:3]=1[C:10]1[CH:15]=[CH:14][C:13]([OH:16])=[CH:12][C:11]=1[CH2:17][C:18]([CH3:22])([CH3:21])[C:19]#[N:20].[CH:23]1([CH:26]([C:33]2[CH:38]=[CH:37][CH:36]=[C:35]([CH2:39]O)[CH:34]=2)[CH2:27][C:28]([O:30][CH2:31][CH3:32])=[O:29])[CH2:25][CH2:24]1.C(P(CCCC)CCCC)CCC.N(C(N1CCCCC1)=O)=NC(N1CCCCC1)=O, predict the reaction product. The product is: [C:19]([C:18]([CH3:22])([CH3:21])[CH2:17][C:11]1[CH:12]=[C:13]([O:16][CH2:39][C:35]2[CH:34]=[C:33]([CH:26]([CH:23]3[CH2:24][CH2:25]3)[CH2:27][C:28]([O:30][CH2:31][CH3:32])=[O:29])[CH:38]=[CH:37][CH:36]=2)[CH:14]=[CH:15][C:10]=1[C:3]1[CH:4]=[C:5]([O:8][CH3:9])[CH:6]=[CH:7][C:2]=1[F:1])#[N:20]. (6) Given the reactants [F:1][C:2]1[CH:3]=[C:4]2[C:8](=[CH:9][CH:10]=1)[NH:7][CH:6]=[C:5]2[CH2:11][CH2:12][CH2:13][NH:14][CH:15]1[CH2:24][C:23]2[C:22]([C:25]([NH2:27])=[O:26])=[CH:21][CH:20]=[CH:19][C:18]=2[O:17][CH2:16]1.[C:28]1(=O)[CH2:31][CH2:30][CH2:29]1.C(O)(=O)C.C([BH3-])#N.[Na+], predict the reaction product. The product is: [CH:28]1([N:14]([CH2:13][CH2:12][CH2:11][C:5]2[C:4]3[C:8](=[CH:9][CH:10]=[C:2]([F:1])[CH:3]=3)[NH:7][CH:6]=2)[CH:15]2[CH2:24][C:23]3[C:22]([C:25]([NH2:27])=[O:26])=[CH:21][CH:20]=[CH:19][C:18]=3[O:17][CH2:16]2)[CH2:31][CH2:30][CH2:29]1. (7) Given the reactants [C:1](Cl)(=[O:3])[CH3:2].[C:5]([O:9][C:10]([N:12]1[CH2:17][CH2:16][C:15]2([C:25]3[C:20](=[CH:21][CH:22]=[C:23]([Cl:26])[CH:24]=3)[NH:19][CH2:18]2)[CH2:14][CH2:13]1)=[O:11])([CH3:8])([CH3:7])[CH3:6].C(N(CC)CC)C, predict the reaction product. The product is: [C:5]([O:9][C:10]([N:12]1[CH2:13][CH2:14][C:15]2([C:25]3[C:20](=[CH:21][CH:22]=[C:23]([Cl:26])[CH:24]=3)[N:19]([C:1](=[O:3])[CH3:2])[CH2:18]2)[CH2:16][CH2:17]1)=[O:11])([CH3:8])([CH3:6])[CH3:7]. (8) Given the reactants Br[C:2]1[CH:7]=[CH:6][C:5]([C:8]2[N:12]([CH2:13][C@@H:14]3[CH2:18][CH2:17][N:16]([C:19]([CH:21]4[CH2:23][CH2:22]4)=[O:20])[CH2:15]3)[CH:11]=[N:10][N:9]=2)=[C:4]([F:24])[CH:3]=1.[OH:25][C:26]1[CH:27]=[C:28](B(O)O)[CH:29]=[CH:30][C:31]=1[CH3:32], predict the reaction product. The product is: [CH:21]1([C:19]([N:16]2[CH2:17][CH2:18][C@@H:14]([CH2:13][N:12]3[CH:11]=[N:10][N:9]=[C:8]3[C:5]3[CH:6]=[CH:7][C:2]([C:28]4[CH:29]=[CH:30][C:31]([CH3:32])=[C:26]([OH:25])[CH:27]=4)=[CH:3][C:4]=3[F:24])[CH2:15]2)=[O:20])[CH2:23][CH2:22]1.